Dataset: Catalyst prediction with 721,799 reactions and 888 catalyst types from USPTO. Task: Predict which catalyst facilitates the given reaction. (1) Reactant: [F:1][C@:2]1([CH3:17])[C@H:6]([OH:7])[C:5](=[CH2:8])[O:4][C@H:3]1[N:9]1[CH:14]=[CH:13][C:12](=[O:15])[NH:11][C:10]1=[O:16].[C:18](Cl)([C:20]1[CH:25]=[CH:24][CH:23]=[CH:22][CH:21]=1)=[O:19].C([O-])(O)=O.[Na+]. Product: [O:16]=[C:10]1[NH:11][C:12](=[O:15])[CH:13]=[CH:14][N:9]1[C@@H:3]1[O:4][C:5](=[CH2:8])[C@@H:6]([O:7][C:18](=[O:19])[C:20]2[CH:25]=[CH:24][CH:23]=[CH:22][CH:21]=2)[C@:2]1([F:1])[CH3:17]. The catalyst class is: 251. (2) Reactant: [Cl:1][C:2]1[CH:3]=[C:4]([C:8]2[CH:13]=[CH:12][C:11]([CH2:14][C@@H:15]([NH:24][C:25](=[O:31])[C:26]([O:28]CC)=O)[CH2:16][CH:17]([CH3:23])[C:18]([O:20][CH2:21][CH3:22])=[O:19])=[CH:10][CH:9]=2)[CH:5]=[CH:6][CH:7]=1.[NH2:32][NH2:33]. Product: [Cl:1][C:2]1[CH:3]=[C:4]([C:8]2[CH:13]=[CH:12][C:11]([CH2:14][C@@H:15]([NH:24][C:25](=[O:31])[C:26]([NH:32][NH2:33])=[O:28])[CH2:16][CH:17]([CH3:23])[C:18]([O:20][CH2:21][CH3:22])=[O:19])=[CH:10][CH:9]=2)[CH:5]=[CH:6][CH:7]=1. The catalyst class is: 5. (3) Reactant: [CH2:1]([O:8][C:9](=[O:17])[CH2:10][CH2:11][CH2:12][CH2:13][C:14]([OH:16])=O)[C:2]1[CH:7]=[CH:6][CH:5]=[CH:4][CH:3]=1.C(Cl)CCl.C1C=CC2N(O)N=NC=2C=1.[O:32]([CH2:43][CH2:44][NH:45][CH2:46][CH2:47][O:48][C@@H:49]1[O:57][C@@H:56]([CH3:58])[C@@H:54]([OH:55])[C@@H:52]([OH:53])[C@@H:50]1[OH:51])[C@@H:33]1[O:41][C@@H:40]([CH3:42])[C@@H:38]([OH:39])[C@@H:36]([OH:37])[C@@H:34]1[OH:35]. Product: [C@@H:49]1([O:48][CH2:47][CH2:46][N:45]([CH2:44][CH2:43][O:32][C@@H:33]2[O:41][C@@H:40]([CH3:42])[C@@H:38]([OH:39])[C@@H:36]([OH:37])[C@@H:34]2[OH:35])[C:14](=[O:16])[CH2:13][CH2:12][CH2:11][CH2:10][C:9]([O:8][CH2:1][C:2]2[CH:3]=[CH:4][CH:5]=[CH:6][CH:7]=2)=[O:17])[O:57][C@@H:56]([CH3:58])[C@@H:54]([OH:55])[C@@H:52]([OH:53])[C@@H:50]1[OH:51]. The catalyst class is: 3. (4) Reactant: N#N.[CH2:3]([O:5][C:6](=[O:29])[CH2:7][N:8]1[CH2:13][CH2:12][N:11]([C:14](=[O:28])[CH2:15][C:16]2[CH:21]=[C:20]([O:22]C)[C:19]([O:24]C)=[C:18]([O:26]C)[CH:17]=2)[CH2:10][CH2:9]1)[CH3:4].B(Br)(Br)Br.O. Product: [CH2:3]([O:5][C:6](=[O:29])[CH2:7][N:8]1[CH2:13][CH2:12][N:11]([C:14](=[O:28])[CH2:15][C:16]2[CH:21]=[C:20]([OH:22])[C:19]([OH:24])=[C:18]([OH:26])[CH:17]=2)[CH2:10][CH2:9]1)[CH3:4]. The catalyst class is: 2. (5) Reactant: [F:1][CH2:2][S:3]([C:6]1[CH:11]=[CH:10][C:9]([Cl:12])=[CH:8][CH:7]=1)(=[O:5])=[O:4].[NH2:13][NH2:14].O.CO. Product: [ClH:12].[F:1][CH2:2][S:3]([C:6]1[CH:11]=[CH:10][C:9]([NH:13][NH2:14])=[CH:8][CH:7]=1)(=[O:5])=[O:4]. The catalyst class is: 3.